From a dataset of Forward reaction prediction with 1.9M reactions from USPTO patents (1976-2016). Predict the product of the given reaction. Given the reactants [Cl:1][C:2]1[CH:7]=[CH:6][CH:5]=[CH:4][C:3]=1[CH2:8][CH2:9][CH:10]1[CH2:14][CH2:13][CH2:12][N:11]1[C:15]1[N:23]=[CH:22][N:21]=[C:20]2[C:16]=1[N:17]=[CH:18][NH:19]2.C(NCC)C, predict the reaction product. The product is: [Cl:1][C:2]1[CH:7]=[CH:6][CH:5]=[CH:4][C:3]=1[CH2:8][CH2:9][C@@H:10]1[CH2:14][CH2:13][CH2:12][N:11]1[C:15]1[N:23]=[CH:22][N:21]=[C:20]2[C:16]=1[N:17]=[CH:18][NH:19]2.